This data is from Forward reaction prediction with 1.9M reactions from USPTO patents (1976-2016). The task is: Predict the product of the given reaction. (1) Given the reactants Br[CH2:2][C:3]1[C:8]([N+:9]([O-:11])=[O:10])=[CH:7][CH:6]=[CH:5][N:4]=1.[F:12][C:13]1[CH:18]=[CH:17][C:16]([OH:19])=[CH:15][CH:14]=1.C(=O)([O-])[O-].[K+].[K+], predict the reaction product. The product is: [F:12][C:13]1[CH:18]=[CH:17][C:16]([O:19][CH2:2][C:3]2[C:8]([N+:9]([O-:11])=[O:10])=[CH:7][CH:6]=[CH:5][N:4]=2)=[CH:15][CH:14]=1. (2) Given the reactants [CH2:1]([N:3]1[C:7]([CH2:8]O)=[CH:6][N:5]=[CH:4]1)[CH3:2].S(Cl)([Cl:12])=O, predict the reaction product. The product is: [ClH:12].[Cl:12][CH2:8][C:7]1[N:3]([CH2:1][CH3:2])[CH:4]=[N:5][CH:6]=1. (3) Given the reactants Cl.[CH2:2]([O:9][C:10]1[CH:15]=[CH:14][N:13]([C:16]2[CH:24]=[C:23]3[C:19]([C:20]4[CH2:29][CH2:28][NH:27][CH2:26][C:21]=4[N:22]3[CH3:25])=[CH:18][CH:17]=2)[C:12](=[O:30])[CH:11]=1)[C:3]1[CH:8]=[CH:7][CH:6]=[CH:5][CH:4]=1.[CH:31](=O)[CH3:32].[BH-](OC(C)=O)(OC(C)=O)OC(C)=O.[Na+], predict the reaction product. The product is: [CH2:2]([O:9][C:10]1[CH:15]=[CH:14][N:13]([C:16]2[CH:24]=[C:23]3[C:19]([C:20]4[CH2:29][CH2:28][N:27]([CH2:31][CH3:32])[CH2:26][C:21]=4[N:22]3[CH3:25])=[CH:18][CH:17]=2)[C:12](=[O:30])[CH:11]=1)[C:3]1[CH:4]=[CH:5][CH:6]=[CH:7][CH:8]=1. (4) Given the reactants [C:1]([O:4][C@H:5]1[C@H:12]([O:13][Si:14]([C:17]([CH3:20])([CH3:19])[CH3:18])([CH3:16])[CH3:15])[C:9]2([CH2:11][CH2:10]2)[O:8][C@@H:7]([C:21]2[CH:26]=[CH:25][N:24]=[CH:23][C:22]=2[N+:27]([O-])=O)[CH2:6]1)(=[O:3])[CH3:2], predict the reaction product. The product is: [C:1]([O:4][C@@H:5]1[C@@H:12]([O:13][Si:14]([C:17]([CH3:20])([CH3:19])[CH3:18])([CH3:15])[CH3:16])[C:9]2([CH2:10][CH2:11]2)[O:8][C@H:7]([C:21]2[CH:26]=[CH:25][N:24]=[CH:23][C:22]=2[NH2:27])[CH2:6]1)(=[O:3])[CH3:2].[C:1]([O:4][C@H:5]1[C@H:12]([O:13][Si:14]([C:17]([CH3:20])([CH3:19])[CH3:18])([CH3:15])[CH3:16])[C:9]2([CH2:10][CH2:11]2)[O:8][C@@H:7]([C:21]2[CH:26]=[CH:25][N:24]=[CH:23][C:22]=2[NH2:27])[CH2:6]1)(=[O:3])[CH3:2].